From a dataset of Full USPTO retrosynthesis dataset with 1.9M reactions from patents (1976-2016). Predict the reactants needed to synthesize the given product. (1) Given the product [CH3:28][O:27][C:26]1[CH:14]=[CH:13][C:12]([CH:9]([O:8][C:3]2[CH:2]=[CH:7][CH:6]=[CH:5][CH:4]=2)[CH:10]=[CH2:11])=[CH:24][CH:25]=1, predict the reactants needed to synthesize it. The reactants are: C[C:2]1[CH:7]=[CH:6][CH:5]=[CH:4][C:3]=1[O:8][CH:9]([CH2:12][CH2:13][CH3:14])[CH:10]=[CH2:11].CC1C=CC=CC=1[O-].[Li+].[CH2:24]1[CH2:28][O:27][CH2:26][CH2:25]1. (2) Given the product [C:1]12([C:11]3[C:16]4[O:17][CH2:18][O:19][C:15]=4[CH:14]=[C:13]([C:22]4[N:27]=[CH:26][C:25]([CH:28]=[O:29])=[CH:24][CH:23]=4)[CH:12]=3)[CH2:10][CH:5]3[CH2:6][CH:7]([CH2:9][CH:3]([CH2:4]3)[CH2:2]1)[CH2:8]2, predict the reactants needed to synthesize it. The reactants are: [C:1]12([C:11]3[CH:12]=[C:13](Br)[CH:14]=[C:15]4[O:19][CH2:18][O:17][C:16]=34)[CH2:10][CH:5]3[CH2:6][CH:7]([CH2:9][CH:3]([CH2:4]3)[CH2:2]1)[CH2:8]2.Br[C:22]1[N:27]=[CH:26][C:25]([CH:28]=[O:29])=[CH:24][CH:23]=1.C(=O)([O-])[O-].[Na+].[Na+].